Regression. Given two drug SMILES strings and cell line genomic features, predict the synergy score measuring deviation from expected non-interaction effect. From a dataset of NCI-60 drug combinations with 297,098 pairs across 59 cell lines. Drug 1: CC(C1=C(C=CC(=C1Cl)F)Cl)OC2=C(N=CC(=C2)C3=CN(N=C3)C4CCNCC4)N. Drug 2: CC1CCC2CC(C(=CC=CC=CC(CC(C(=O)C(C(C(=CC(C(=O)CC(OC(=O)C3CCCCN3C(=O)C(=O)C1(O2)O)C(C)CC4CCC(C(C4)OC)O)C)C)O)OC)C)C)C)OC. Cell line: CCRF-CEM. Synergy scores: CSS=52.4, Synergy_ZIP=6.08, Synergy_Bliss=6.97, Synergy_Loewe=7.89, Synergy_HSA=8.63.